This data is from Forward reaction prediction with 1.9M reactions from USPTO patents (1976-2016). The task is: Predict the product of the given reaction. Given the reactants [NH:1]1[CH:5]=[C:4]([C:6]2[C:7]3[N:8]([N:12]=[C:13]([NH:15][C:16]4[CH:25]=[CH:24][C:19]([C:20]([O:22][CH3:23])=[O:21])=[CH:18][CH:17]=4)[N:14]=3)[CH:9]=[CH:10][CH:11]=2)[CH:3]=[N:2]1.[CH:26]1(Br)[CH2:30][CH2:29][CH2:28][CH2:27]1.C(=O)([O-])[O-].[Cs+].[Cs+], predict the reaction product. The product is: [CH:26]1([N:1]2[CH:5]=[C:4]([C:6]3[C:7]4[N:8]([N:12]=[C:13]([NH:15][C:16]5[CH:25]=[CH:24][C:19]([C:20]([O:22][CH3:23])=[O:21])=[CH:18][CH:17]=5)[N:14]=4)[CH:9]=[CH:10][CH:11]=3)[CH:3]=[N:2]2)[CH2:30][CH2:29][CH2:28][CH2:27]1.